From a dataset of Forward reaction prediction with 1.9M reactions from USPTO patents (1976-2016). Predict the product of the given reaction. Given the reactants OC1C=CC=CN=1.[C:8]([O:12][C:13](=[O:41])[NH:14][C@H:15]([C@@H:34]1[CH2:38][C@@H:37]([CH3:39])[C:36](=[O:40])[O:35]1)[CH2:16][N:17]1[CH2:22][C:21](=[O:23])[N:20]([C:24]2[CH:29]=[C:28]([F:30])[CH:27]=[CH:26][C:25]=2[CH3:31])[CH2:19][C:18]1([CH3:33])[CH3:32])([CH3:11])([CH3:10])[CH3:9].[CH3:42][C:43]([CH3:47])([CH3:46])[CH2:44][NH2:45], predict the reaction product. The product is: [C:8]([O:12][C:13](=[O:41])[NH:14][C@@H:15]([CH2:16][N:17]1[CH2:22][C:21](=[O:23])[N:20]([C:24]2[CH:29]=[C:28]([F:30])[CH:27]=[CH:26][C:25]=2[CH3:31])[CH2:19][C:18]1([CH3:33])[CH3:32])[C@@H:34]([OH:35])[CH2:38][C@H:37]([C:36](=[O:40])[NH:45][CH2:44][C:43]([CH3:47])([CH3:46])[CH3:42])[CH3:39])([CH3:10])([CH3:11])[CH3:9].